From a dataset of Forward reaction prediction with 1.9M reactions from USPTO patents (1976-2016). Predict the product of the given reaction. (1) Given the reactants [F:1][C:2]1([F:20])[CH2:8][O:7][CH2:6][C:5]([NH2:9])=[N:4][C@@:3]21[C:18]1[C:13](=[CH:14][CH:15]=[C:16]([NH2:19])[CH:17]=1)[O:12][CH2:11][CH2:10]2.[C:21]([C:23]1[CH:24]=[CH:25][C:26]([C:29](O)=[O:30])=[N:27][CH:28]=1)#[N:22], predict the reaction product. The product is: [NH2:9][C:5]1[CH2:6][O:7][CH2:8][C:2]([F:1])([F:20])[C@@:3]2([C:18]3[C:13](=[CH:14][CH:15]=[C:16]([NH:19][C:29](=[O:30])[C:26]4[CH:25]=[CH:24][C:23]([C:21]#[N:22])=[CH:28][N:27]=4)[CH:17]=3)[O:12][CH2:11][CH2:10]2)[N:4]=1. (2) The product is: [CH3:9][O:10][C:11](=[O:21])[CH:12]([C:13]1[CH:18]=[CH:17][C:16]([Cl:19])=[C:15]([Cl:20])[CH:14]=1)[CH2:23][CH:24]1[CH2:28][CH2:27][CH:26]([O:29][CH:30]2[CH2:35][CH2:34][CH2:33][CH2:32][O:31]2)[CH2:25]1. Given the reactants C([N-]C(C)C)(C)C.[Li+].[CH3:9][O:10][C:11](=[O:21])[CH2:12][C:13]1[CH:18]=[CH:17][C:16]([Cl:19])=[C:15]([Cl:20])[CH:14]=1.I[CH2:23][CH:24]1[CH2:28][CH2:27][CH:26]([O:29][CH:30]2[CH2:35][CH2:34][CH2:33][CH2:32][O:31]2)[CH2:25]1, predict the reaction product. (3) Given the reactants [Cl:1][C:2]1[C:7]([O:8][CH3:9])=[CH:6][CH:5]=[CH:4][C:3]=1[CH2:10][CH2:11][CH2:12][CH:13]([C:17]1[CH:22]=[CH:21][C:20]([F:23])=[C:19]([O:24][CH3:25])[CH:18]=1)[C:14](O)=[O:15].O=P12OP3(OP(OP(O3)(O1)=O)(=O)O2)=O.C(=O)(O)[O-].[Na+].C(OCC)(=O)C, predict the reaction product. The product is: [Cl:1][C:2]1[C:3]2[CH2:10][CH2:11][CH2:12][CH:13]([C:17]3[CH:22]=[CH:21][C:20]([F:23])=[C:19]([O:24][CH3:25])[CH:18]=3)[C:14](=[O:15])[C:4]=2[CH:5]=[CH:6][C:7]=1[O:8][CH3:9]. (4) The product is: [CH2:35]1[CH2:36][CH2:37][N:32]([C:22]([C:21]2[CH:20]=[CH:19][C:18]([C:16]3[CH:15]=[N:14][C:10]4[NH:11][CH2:12][CH2:13][N:8]([CH2:7][C:6]5[CH:27]=[C:2]([Cl:1])[CH:3]=[CH:4][C:5]=5[C:28]([F:31])([F:30])[F:29])[C:9]=4[CH:17]=3)=[CH:26][CH:25]=2)=[O:23])[CH2:33][CH2:34]1. Given the reactants [Cl:1][C:2]1[CH:3]=[CH:4][C:5]([C:28]([F:31])([F:30])[F:29])=[C:6]([CH:27]=1)[CH2:7][N:8]1[CH2:13][CH2:12][NH:11][C:10]2[N:14]=[CH:15][C:16]([C:18]3[CH:26]=[CH:25][C:21]([C:22](O)=[O:23])=[CH:20][CH:19]=3)=[CH:17][C:9]1=2.[NH:32]1[CH2:37][CH2:36][CH2:35][CH2:34][CH2:33]1, predict the reaction product. (5) Given the reactants [OH:1][C:2]1[CH:11]=[CH:10][C:5]([C:6]([O:8][CH3:9])=[O:7])=[CH:4][C:3]=1I.C[CH2:14][N:15](C(C)C)C(C)C.ClC(OCC1C=CC=CC=1)=O, predict the reaction product. The product is: [C:14]([C:3]1[CH:4]=[C:5]([CH:10]=[CH:11][C:2]=1[OH:1])[C:6]([O:8][CH3:9])=[O:7])#[N:15]. (6) The product is: [CH3:17][C:13]1[CH:12]=[C:11]2[C:16](=[CH:15][CH:14]=1)[NH:8][C:9](=[O:30])[C:10]12[C:29]2[C:20](=[CH:21][C:22]3[O:27][CH2:26][CH2:25][O:24][C:23]=3[CH:28]=2)[O:19][CH2:18]1. Given the reactants C1(C(C2C=CC=CC=2)[N:8]2[C:16]3[C:11](=[CH:12][C:13]([CH3:17])=[CH:14][CH:15]=3)[C:10]3([C:29]4[C:20](=[CH:21][C:22]5[O:27][CH2:26][CH2:25][O:24][C:23]=5[CH:28]=4)[O:19][CH2:18]3)[C:9]2=[O:30])C=CC=CC=1.FC(F)(F)C(O)=O, predict the reaction product. (7) Given the reactants C([Mg]Cl)(C)C.C1COCC1.Br[C:12]1[CH:17]=[CH:16][CH:15]=[CH:14][N:13]=1.C(OC)(=O)C1C=CC=CC=1.C1(P(C2CCCCC2)C2C=CC=CC=2C2C=CC=CC=2)CCCCC1.[CH3:53][O:54][C:55]([C:57]1([NH:61][C:62]([C:64]2[CH:72]=[C:71]3[C:67]([C:68]([CH:75]4[CH2:79][CH2:78][CH2:77][CH2:76]4)=[C:69](Cl)[N:70]3[CH3:73])=[CH:66][CH:65]=2)=[O:63])[CH2:60][CH2:59][CH2:58]1)=[O:56], predict the reaction product. The product is: [CH3:53][O:54][C:55]([C:57]1([NH:61][C:62]([C:64]2[CH:72]=[C:71]3[C:67]([C:68]([CH:75]4[CH2:76][CH2:77][CH2:78][CH2:79]4)=[C:69]([C:12]4[CH:17]=[CH:16][CH:15]=[CH:14][N:13]=4)[N:70]3[CH3:73])=[CH:66][CH:65]=2)=[O:63])[CH2:60][CH2:59][CH2:58]1)=[O:56]. (8) Given the reactants C([O:3][P:4]([CH2:9][CH2:10][N:11]1[CH2:19][CH2:18][CH2:17][NH:16][C:15]2[C:14](=[O:20])[C:13](=[O:21])[C:12]1=2)(=[O:8])[O:5]CC)C.O.[OH-].[Na+].Cl, predict the reaction product. The product is: [CH2:18]1[CH2:19][N:11]([CH2:10][CH2:9][P:4]([OH:5])([OH:8])=[O:3])[C:12]2=[C:13]([OH:21])[C:14](=[O:20])[C:15]2=[N:16][CH2:17]1.